The task is: Predict the reaction yield, written as a fraction of the theoretical maximum amount of product (1.0 means a 100% yield; for example, 0.34 means a 34% yield).. This data is from Reaction yield outcomes from USPTO patents with 853,638 reactions. (1) The yield is 0.850. The product is [Cl:40][C:41]1[CH:46]=[CH:45][C:44]([S:47]([N:27]2[CH2:28][CH2:29][CH2:30][C@@H:25]([NH:24][C:20]3[N:19]=[C:18]([C:17]4[N:16]5[C:12]([S:13][CH:14]=[CH:15]5)=[N:11][C:10]=4[C:6]4[CH:7]=[CH:8][CH:9]=[C:4]([O:3][CH3:2])[CH:5]=4)[CH:23]=[CH:22][N:21]=3)[CH2:26]2)(=[O:49])=[O:48])=[CH:43][CH:42]=1. The catalyst is C(Cl)Cl. The reactants are Cl.[CH3:2][O:3][C:4]1[CH:5]=[C:6]([C:10]2[N:11]=[C:12]3[N:16]([C:17]=2[C:18]2[CH:23]=[CH:22][N:21]=[C:20]([NH:24][C@@H:25]4[CH2:30][CH2:29][CH2:28][NH:27][CH2:26]4)[N:19]=2)[CH:15]=[CH:14][S:13]3)[CH:7]=[CH:8][CH:9]=1.CCN(C(C)C)C(C)C.[Cl:40][C:41]1[CH:46]=[CH:45][C:44]([S:47](Cl)(=[O:49])=[O:48])=[CH:43][CH:42]=1. (2) The reactants are [F:1][C:2]1([F:22])[CH2:6][N:5]([C:7]2[CH:12]=[CH:11][C:10]([N+:13]([O-:15])=[O:14])=[C:9]([C:16]([F:19])([F:18])[F:17])[CH:8]=2)[C@H:4]([CH2:20][OH:21])[CH2:3]1.C(N(CC)CC)C.[CH3:30][S:31](Cl)(=[O:33])=[O:32]. The catalyst is C(Cl)Cl. The product is [CH3:30][S:31]([O:21][CH2:20][C@@H:4]1[CH2:3][C:2]([F:1])([F:22])[CH2:6][N:5]1[C:7]1[CH:12]=[CH:11][C:10]([N+:13]([O-:15])=[O:14])=[C:9]([C:16]([F:18])([F:19])[F:17])[CH:8]=1)(=[O:33])=[O:32]. The yield is 0.960. (3) The reactants are [CH3:1][O:2][C:3]([C:5]1([CH2:10][CH2:11][CH2:12][CH2:13]Br)[CH2:9][CH2:8][CH2:7][CH2:6]1)=[O:4].[CH3:15][S-:16].[Na+].O. The catalyst is CN(C=O)C. The product is [CH3:1][O:2][C:3]([C:5]1([CH2:10][CH2:11][CH2:12][CH2:13][S:16][CH3:15])[CH2:9][CH2:8][CH2:7][CH2:6]1)=[O:4]. The yield is 0.510. (4) The yield is 0.380. The catalyst is C1COCC1.O.C(Cl)Cl. The product is [N:1]1([CH2:7][C:8]2[CH:9]=[CH:10][C:11]([C:14]3[CH:15]=[CH:16][C:17]([CH2:20][CH2:21][C:22]([C:24]4[O:25][C:26]([C:29]5[N:34]=[C:33]([C:35]([OH:37])=[O:36])[CH:32]=[CH:31][CH:30]=5)=[CH:27][N:28]=4)=[O:23])=[CH:18][CH:19]=3)=[CH:12][CH:13]=2)[CH2:2][CH2:3][CH2:4][CH2:5][CH2:6]1. The reactants are [N:1]1([CH2:7][C:8]2[CH:13]=[CH:12][C:11]([C:14]3[CH:19]=[CH:18][C:17]([CH2:20][CH2:21][C:22]([C:24]4[O:25][C:26]([C:29]5[N:34]=[C:33]([C:35]([O:37]C)=[O:36])[CH:32]=[CH:31][CH:30]=5)=[CH:27][N:28]=4)=[O:23])=[CH:16][CH:15]=3)=[CH:10][CH:9]=2)[CH2:6][CH2:5][CH2:4][CH2:3][CH2:2]1.[Li+].[OH-].Cl. (5) The reactants are Br[C:2]1[CH:3]=[C:4]([CH:16]=[CH:17][C:18]=1[O:19][CH3:20])[CH:5]=[C:6]1[C:14]2[C:9](=[CH:10][CH:11]=[CH:12][CH:13]=2)[NH:8][C:7]1=[O:15].C(=O)([O-])[O-].[Na+].[Na+].[C:27]([NH:30][C:31]1[CH:32]=[C:33](B(O)O)[CH:34]=[CH:35][CH:36]=1)(=[O:29])[CH3:28].O. The catalyst is C1(C)C=CC=CC=1.C(O)C.C1C=CC([P]([Pd]([P](C2C=CC=CC=2)(C2C=CC=CC=2)C2C=CC=CC=2)([P](C2C=CC=CC=2)(C2C=CC=CC=2)C2C=CC=CC=2)[P](C2C=CC=CC=2)(C2C=CC=CC=2)C2C=CC=CC=2)(C2C=CC=CC=2)C2C=CC=CC=2)=CC=1. The product is [CH3:20][O:19][C:18]1[CH:17]=[CH:16][C:4]([CH:5]=[C:6]2[C:14]3[C:9](=[CH:10][CH:11]=[CH:12][CH:13]=3)[NH:8][C:7]2=[O:15])=[CH:3][C:2]=1[C:35]1[CH:34]=[CH:33][CH:32]=[C:31]([NH:30][C:27](=[O:29])[CH3:28])[CH:36]=1. The yield is 0.220. (6) The reactants are [F-:1].[K+].[CH2:3]1OCCOCCOCCOCCOCCOC1.Br[CH2:22][C:23]([C:25]1[CH:33]=[CH:32][C:28]([C:29]([OH:31])=[O:30])=[CH:27][CH:26]=1)=[O:24]. The catalyst is C(#N)C.O. The product is [CH3:3][O:31][C:29](=[O:30])[C:28]1[CH:32]=[CH:33][C:25]([C:23](=[O:24])[CH2:22][F:1])=[CH:26][CH:27]=1. The yield is 0.310.